Dataset: Full USPTO retrosynthesis dataset with 1.9M reactions from patents (1976-2016). Task: Predict the reactants needed to synthesize the given product. (1) Given the product [N:1]([CH:4]1[CH:5]([O:20][CH3:23])[CH2:6][O:7][CH:8]([C:11]2[N:15]([CH3:16])[N:14]=[CH:13][C:12]=2[N+:17]([O-:19])=[O:18])[CH2:9][CH2:10]1)=[N+:2]=[N-:3], predict the reactants needed to synthesize it. The reactants are: [N:1]([CH:4]1[CH2:10][CH2:9][CH:8]([C:11]2[N:15]([CH3:16])[N:14]=[CH:13][C:12]=2[N+:17]([O-:19])=[O:18])[O:7][CH2:6][CH:5]1[OH:20])=[N+:2]=[N-:3].[H-].[Na+].[CH3:23]I. (2) Given the product [Cl:22][CH:20]([CH3:21])[CH2:19][CH2:18][CH2:17][N:6]1[CH:7]=[C:2]([CH3:1])[C:3](=[O:9])[NH:4][C:5]1=[O:8], predict the reactants needed to synthesize it. The reactants are: [CH3:1][C:2]1[C:3](=[O:9])[NH:4][C:5](=[O:8])[NH:6][CH:7]=1.C([O-])([O-])=O.[K+].[K+].Br[CH2:17][CH2:18][CH2:19][CH:20]([Cl:22])[CH3:21].O. (3) Given the product [CH3:7][C:8]1[CH2:13][CH2:12][CH:11]([CH:14]([CH3:15])[CH2:16][CH:17]2[O:6][CH:3]([CH:2]=[CH2:1])[CH2:4][O:5]2)[CH2:10][CH:9]=1, predict the reactants needed to synthesize it. The reactants are: [CH2:1]=[CH:2][CH:3]([OH:6])[CH2:4][OH:5].[CH3:7][C:8]1[CH2:13][CH2:12][CH:11]([CH:14]([CH2:16][CH:17]=O)[CH3:15])[CH2:10][CH:9]=1. (4) Given the product [Cl:18][C:19]1[CH:24]=[CH:23][C:22]([S:25]([N:10]2[CH:6]3[CH2:7][CH2:8][CH2:9][CH:2]2[CH2:3][C:4](=[O:11])[CH2:5]3)(=[O:27])=[O:26])=[CH:21][CH:20]=1, predict the reactants needed to synthesize it. The reactants are: Cl.[CH:2]12[NH:10][CH:6]([CH2:7][CH2:8][CH2:9]1)[CH2:5][C:4](=[O:11])[CH2:3]2.C([O-])([O-])=O.[Cs+].[Cs+].[Cl:18][C:19]1[CH:24]=[CH:23][C:22]([S:25](Cl)(=[O:27])=[O:26])=[CH:21][CH:20]=1.CCOC(C)=O. (5) Given the product [NH2:7][C@@H:8]([CH:18]1[CH2:23][CH2:22][CH2:21][CH2:20][CH2:19]1)[C:9]([N:11]1[CH2:15][CH2:14][C:13]([F:17])([F:16])[CH2:12]1)=[O:10], predict the reactants needed to synthesize it. The reactants are: C(OC(=O)[NH:7][C@@H:8]([CH:18]1[CH2:23][CH2:22][CH2:21][CH2:20][CH2:19]1)[C:9]([N:11]1[CH2:15][CH2:14][C:13]([F:17])([F:16])[CH2:12]1)=[O:10])(C)(C)C.